Task: Predict the product of the given reaction.. Dataset: Forward reaction prediction with 1.9M reactions from USPTO patents (1976-2016) Given the reactants [NH2:1][C:2](=[S:10])[CH:3]([CH3:9])[C:4]([O:6][CH2:7][CH3:8])=[O:5].Cl[CH2:12][C:13](=O)[CH3:14].C([O-])(O)=O.[Na+], predict the reaction product. The product is: [CH3:14][C:13]1[N:1]=[C:2]([CH:3]([CH3:9])[C:4]([O:6][CH2:7][CH3:8])=[O:5])[S:10][CH:12]=1.